Predict which catalyst facilitates the given reaction. From a dataset of Catalyst prediction with 721,799 reactions and 888 catalyst types from USPTO. Reactant: CS(O[CH2:6][C@H:7]([NH:14][C:15]([O:17][C:18]([CH3:21])([CH3:20])[CH3:19])=[O:16])[C:8]1[CH:13]=[CH:12][CH:11]=[CH:10][CH:9]=1)(=O)=O.[NH:22]1[CH2:27][CH2:26][CH:25]([C:28]([O:30][CH2:31][CH3:32])=[O:29])[CH2:24][CH2:23]1.C(N(C(C)C)CC)(C)C. Product: [C:18]([O:17][C:15]([NH:14][C@H:7]([C:8]1[CH:13]=[CH:12][CH:11]=[CH:10][CH:9]=1)[CH2:6][N:22]1[CH2:27][CH2:26][CH:25]([C:28]([O:30][CH2:31][CH3:32])=[O:29])[CH2:24][CH2:23]1)=[O:16])([CH3:21])([CH3:20])[CH3:19]. The catalyst class is: 1.